From a dataset of Catalyst prediction with 721,799 reactions and 888 catalyst types from USPTO. Predict which catalyst facilitates the given reaction. Product: [C:26]([C:25]1[CH:29]=[CH:30][C:22]([O:21][C:12]2[CH:11]=[C:10]3[C:5]([CH:6]([C:14]([O:16][C:17]([CH3:20])([CH3:19])[CH3:18])=[O:15])[CH2:7][CH2:8][O:9]3)=[CH:4][C:3]=2[C:1]#[N:2])=[CH:23][CH:24]=1)(=[O:27])[NH2:28]. The catalyst class is: 514. Reactant: [C:1]([C:3]1[CH:4]=[C:5]2[C:10](=[CH:11][C:12]=1F)[O:9][CH2:8][CH2:7][CH:6]2[C:14]([O:16][C:17]([CH3:20])([CH3:19])[CH3:18])=[O:15])#[N:2].[OH:21][C:22]1[CH:30]=[CH:29][C:25]([C:26]([NH2:28])=[O:27])=[CH:24][CH:23]=1.C(=O)([O-])[O-].[K+].[K+].